Dataset: Full USPTO retrosynthesis dataset with 1.9M reactions from patents (1976-2016). Task: Predict the reactants needed to synthesize the given product. The reactants are: Cl.Cl.[CH3:3][C:4]([CH3:28])([CH3:27])[C:5]([O:7][CH2:8][N:9]1[CH:13]=[CH:12][N:11]=[C:10]1[C@H:14]1[C@H:23]2[CH2:24][CH2:25][NH:26][C@H:22]2[C:21]2[CH:20]=[CH:19][CH:18]=[CH:17][C:16]=2[NH:15]1)=[O:6].[F:29][C:30]1([F:54])[CH2:35][C@H:34]([C:36](O)=[O:37])[C@H:33]([NH:39][C:40]([C:42]2[CH:47]=[CH:46][C:45]([N:48]3[CH:52]=[CH:51][C:50]([CH3:53])=[N:49]3)=[CH:44][CH:43]=2)=[O:41])[CH2:32][CH2:31]1.C(N(CC)CC)C.P(C#N)(OCC)(OCC)=O. Given the product [CH3:3][C:4]([CH3:28])([CH3:27])[C:5]([O:7][CH2:8][N:9]1[CH:13]=[CH:12][N:11]=[C:10]1[C@H:14]1[C@H:23]2[CH2:24][CH2:25][N:26]([C:36]([C@H:34]3[CH2:35][C:30]([F:54])([F:29])[CH2:31][CH2:32][C@H:33]3[NH:39][C:40]([C:42]3[CH:47]=[CH:46][C:45]([N:48]4[CH:52]=[CH:51][C:50]([CH3:53])=[N:49]4)=[CH:44][CH:43]=3)=[O:41])=[O:37])[C@H:22]2[C:21]2[CH:20]=[CH:19][CH:18]=[CH:17][C:16]=2[NH:15]1)=[O:6], predict the reactants needed to synthesize it.